This data is from Peptide-MHC class I binding affinity with 185,985 pairs from IEDB/IMGT. The task is: Regression. Given a peptide amino acid sequence and an MHC pseudo amino acid sequence, predict their binding affinity value. This is MHC class I binding data. The peptide sequence is SEVKFKYVL. The MHC is HLA-B15:17 with pseudo-sequence HLA-B15:17. The binding affinity (normalized) is 0.0847.